This data is from Catalyst prediction with 721,799 reactions and 888 catalyst types from USPTO. The task is: Predict which catalyst facilitates the given reaction. (1) Reactant: [O:1]=[CH:2][CH2:3][CH2:4][CH2:5][NH:6][C:7](=[O:12])[C:8]([F:11])([F:10])[F:9].C[Si](C)(C)O[CH2:16][C:17]1[CH:26]=[CH:25][C:20]([C:21]([O:23][CH3:24])=[O:22])=[CH:19][CH:18]=1.[N:29]([Si](C)(C)C)=[N+:30]=[N-:31]. Product: [N:29]([CH:2]([O:1][CH2:16][C:17]1[CH:26]=[CH:25][C:20]([C:21]([O:23][CH3:24])=[O:22])=[CH:19][CH:18]=1)[CH2:3][CH2:4][CH2:5][NH:6][C:7](=[O:12])[C:8]([F:10])([F:11])[F:9])=[N+:30]=[N-:31]. The catalyst class is: 23. (2) Reactant: C(=O)([O-])[O-].[Cs+].[Cs+].[S:7]1[CH:11]=[CH:10][CH:9]=[C:8]1[C:12]1[N:17]=[C:16]2[S:18][C:19]([C:27](=[O:39])[NH:28][C:29]3[CH:34]=[CH:33][CH:32]=[C:31]([C:35]([F:38])([F:37])[F:36])[CH:30]=3)=[C:20]([NH:21][C:22](=[O:26])OCCl)[C:15]2=[CH:14][CH:13]=1. Product: [S:7]1[CH:11]=[CH:10][CH:9]=[C:8]1[C:12]1[CH:13]=[CH:14][C:15]2[C:20]3[NH:21][C:22](=[O:26])[N:28]([C:29]4[CH:34]=[CH:33][CH:32]=[C:31]([C:35]([F:38])([F:37])[F:36])[CH:30]=4)[C:27](=[O:39])[C:19]=3[S:18][C:16]=2[N:17]=1. The catalyst class is: 3. (3) Reactant: [CH3:1][CH:2]([CH3:15])[CH2:3][CH2:4][O:5][C:6]1[CH:11]=[CH:10][C:9]([N+:12]([O-])=O)=[CH:8][CH:7]=1.[H][H]. Product: [CH3:1][CH:2]([CH3:15])[CH2:3][CH2:4][O:5][C:6]1[CH:7]=[CH:8][C:9]([NH2:12])=[CH:10][CH:11]=1. The catalyst class is: 153.